Dataset: Peptide-MHC class I binding affinity with 185,985 pairs from IEDB/IMGT. Task: Regression. Given a peptide amino acid sequence and an MHC pseudo amino acid sequence, predict their binding affinity value. This is MHC class I binding data. (1) The binding affinity (normalized) is 0.834. The peptide sequence is SPVIVNGAM. The MHC is HLA-B35:01 with pseudo-sequence HLA-B35:01. (2) The peptide sequence is KMIYDLNAVT. The MHC is HLA-A02:06 with pseudo-sequence HLA-A02:06. The binding affinity (normalized) is 0.481. (3) The peptide sequence is GRLITVNPIV. The MHC is HLA-A30:01 with pseudo-sequence HLA-A30:01. The binding affinity (normalized) is 0.0828. (4) The peptide sequence is GRWPITHLHTD. The MHC is Mamu-B08 with pseudo-sequence Mamu-B08. The binding affinity (normalized) is 0.392. (5) The peptide sequence is FQTVNFNNA. The MHC is HLA-B08:01 with pseudo-sequence HLA-B08:01. The binding affinity (normalized) is 0.105.